Dataset: Catalyst prediction with 721,799 reactions and 888 catalyst types from USPTO. Task: Predict which catalyst facilitates the given reaction. (1) Reactant: [C:1]1([OH:11])[C:10]2[C:5](=[CH:6][CH:7]=[CH:8][CH:9]=2)[CH:4]=[CH:3][CH:2]=1.[P:12](Cl)([Cl:15])([Cl:14])=[O:13].C(N(CC)CC)C. Product: [P:12]([Cl:15])([Cl:14])([O:11][C:1]1[C:10]2[C:5](=[CH:6][CH:7]=[CH:8][CH:9]=2)[CH:4]=[CH:3][CH:2]=1)=[O:13]. The catalyst class is: 27. (2) Reactant: [C:1]1([CH2:7][O:8][C:9]2[C:17]([CH3:18])=[CH:16][CH:15]=[CH:14][C:10]=2[C:11](O)=[O:12])[CH:6]=[CH:5][CH:4]=[CH:3][CH:2]=1.C(Cl)(=O)C([Cl:22])=O.CN(C)C=O. Product: [C:1]1([CH2:7][O:8][C:9]2[C:17]([CH3:18])=[CH:16][CH:15]=[CH:14][C:10]=2[C:11]([Cl:22])=[O:12])[CH:6]=[CH:5][CH:4]=[CH:3][CH:2]=1. The catalyst class is: 7.